This data is from Forward reaction prediction with 1.9M reactions from USPTO patents (1976-2016). The task is: Predict the product of the given reaction. (1) Given the reactants [F:1][C:2]([F:11])([F:10])[C:3]1[CH:8]=[CH:7][C:6](I)=[CH:5][CH:4]=1.[NH:12]1[CH2:16][CH2:15][C@@H:14]([NH:17][C:18](=[O:24])[O:19][C:20]([CH3:23])([CH3:22])[CH3:21])[CH2:13]1.P([O-])([O-])([O-])=O.[K+].[K+].[K+].C(O)CO, predict the reaction product. The product is: [F:1][C:2]([F:11])([F:10])[C:3]1[CH:8]=[CH:7][C:6]([N:12]2[CH2:16][CH2:15][C@@H:14]([NH:17][C:18](=[O:24])[O:19][C:20]([CH3:22])([CH3:21])[CH3:23])[CH2:13]2)=[CH:5][CH:4]=1. (2) Given the reactants [CH2:1]([C:5]1[CH:10]=[CH:9][C:8]([N:11]([C:51]2[CH:56]=[CH:55][CH:54]=[C:53]([S:57][CH2:58][C:59]3C=CC=CC=3)[CH:52]=2)[C:12]2[CH:17]=[CH:16][C:15](/[CH:18]=[CH:19]/[C:20]3[CH:25]=[CH:24][C:23]([N:26]([C:41]4C=CC(CCCC)=C[CH:42]=4)[C:27]4[CH:32]=[CH:31][CH:30]=[C:29]([S:33]CC5C=CC=CC=5)[CH:28]=4)=[CH:22][CH:21]=3)=[CH:14][CH:13]=2)=[CH:7][CH:6]=1)[CH2:2][CH2:3][CH3:4].[F:65][C:66]([F:73])([F:72])[S:67]([O:70]C)(=[O:69])=[O:68], predict the reaction product. The product is: [O-:70][S:67]([C:66]([F:73])([F:72])[F:65])(=[O:69])=[O:68].[CH2:21]([C:20]1[CH:19]=[CH:18][C:41]([N:26]([C:23]2[CH:24]=[CH:25][C:20](/[CH:19]=[CH:18]/[C:15]3[CH:16]=[CH:17][C:12]([N:11]([C:8]4[CH:7]=[CH:6][C:5]([CH2:1][CH2:2][CH2:3][CH3:4])=[CH:10][CH:9]=4)[C:51]4[CH:56]=[CH:55][CH:54]=[C:53]([SH+:57][CH2:58][CH2:59][C:14]5[CH:15]=[CH:16][CH:17]=[CH:12][CH:13]=5)[CH:52]=4)=[CH:13][CH:14]=3)=[CH:21][CH:22]=2)[C:27]2[CH:28]=[C:29]([SH+:33][CH2:2][CH2:1][C:5]3[CH:10]=[CH:9][CH:8]=[CH:7][CH:6]=3)[CH:30]=[CH:31][CH:32]=2)=[CH:42][CH:25]=1)[CH2:22][CH2:23][CH3:24].[O-:70][S:67]([C:66]([F:73])([F:72])[F:65])(=[O:69])=[O:68]. (3) Given the reactants [OH-].[Na+].C(O)C.C[O:7][C:8](=[O:29])[C:9]1[CH:18]=[C:17]([C:19]2[S:20][CH:21]=[CH:22][CH:23]=2)[C:12]([C:13]([O:15]C)=[O:14])=[CH:11][C:10]=1[C:24]1[S:25][CH:26]=[CH:27][CH:28]=1, predict the reaction product. The product is: [S:20]1[CH:21]=[CH:22][CH:23]=[C:19]1[C:17]1[CH:18]=[C:9]([C:8]([OH:29])=[O:7])[C:10]([C:24]2[S:25][CH:26]=[CH:27][CH:28]=2)=[CH:11][C:12]=1[C:13]([OH:15])=[O:14]. (4) Given the reactants [NH2:1][C:2]1[CH:3]=[C:4]2[C:9](=[CH:10][CH:11]=1)[N:8]=[CH:7][CH:6]=[CH:5]2.[O:12]([C:19]1[CH:24]=[CH:23][C:22]([N:25]=[C:26]=[O:27])=[CH:21][CH:20]=1)[C:13]1[CH:18]=[CH:17][CH:16]=[CH:15][CH:14]=1, predict the reaction product. The product is: [O:12]([C:19]1[CH:20]=[CH:21][C:22]([NH:25][C:26]([NH:1][C:2]2[CH:3]=[C:4]3[C:9](=[CH:10][CH:11]=2)[N:8]=[CH:7][CH:6]=[CH:5]3)=[O:27])=[CH:23][CH:24]=1)[C:13]1[CH:14]=[CH:15][CH:16]=[CH:17][CH:18]=1. (5) Given the reactants [CH3:1][O:2][C:3]1[CH:4]=[C:5]([CH:8]=[C:9]([O:11][CH3:12])[CH:10]=1)[CH:6]=O.[F:13][C:14]1[CH:15]=[C:16]([C:20](=[O:22])[CH3:21])[CH:17]=[CH:18][CH:19]=1, predict the reaction product. The product is: [CH3:1][O:2][C:3]1[CH:4]=[C:5]([CH:6]=[CH:21][C:20]([C:16]2[CH:17]=[CH:18][CH:19]=[C:14]([F:13])[CH:15]=2)=[O:22])[CH:8]=[C:9]([O:11][CH3:12])[CH:10]=1. (6) Given the reactants [Br:1][C:2]1[CH:7]=[CH:6][C:5]([CH2:8][CH2:9][OH:10])=[CH:4][CH:3]=1.C(N(C(C)C)C(C)C)C.C(Cl)(Cl)Cl.[CH3:24][O:25][CH2:26]Cl, predict the reaction product. The product is: [Br:1][C:2]1[CH:7]=[CH:6][C:5]([CH2:8][CH2:9][O:10][CH2:24][O:25][CH3:26])=[CH:4][CH:3]=1. (7) The product is: [CH3:30][C:26]1[N:25]([C:22]2[CH:23]=[CH:24][C:19]([NH:18][C:16]3[N:17]=[C:12]([N:4]4[C:5]5[C:10](=[CH:9][CH:8]=[CH:7][CH:6]=5)[CH2:11][C@H:3]4[CH2:2][OH:1])[C:13]4[CH2:34][NH:33][CH2:32][CH2:31][C:14]=4[N:15]=3)=[CH:20][CH:21]=2)[CH:29]=[CH:28][N:27]=1. Given the reactants [OH:1][CH2:2][C@@H:3]1[CH2:11][C:10]2[C:5](=[CH:6][CH:7]=[CH:8][CH:9]=2)[N:4]1[C:12]1[C:13]2[CH2:34][N:33](C(OC(C)(C)C)=O)[CH2:32][CH2:31][C:14]=2[N:15]=[C:16]([NH:18][C:19]2[CH:24]=[CH:23][C:22]([N:25]3[CH:29]=[CH:28][N:27]=[C:26]3[CH3:30])=[CH:21][CH:20]=2)[N:17]=1.Cl, predict the reaction product. (8) Given the reactants [CH2:1]([N:8]1[C:12](/[CH:13]=[C:14](/[C:19]([O:21][CH2:22][CH3:23])=[O:20])\[CH2:15]C(O)=O)=[CH:11][N:10]=[C:9]1[CH2:24][CH3:25])[C:2]1[CH:7]=[CH:6][CH:5]=[CH:4][CH:3]=1.[C:26]([O:29][C:30](=O)C)(=[O:28])[CH3:27], predict the reaction product. The product is: [C:26]([O:29][C:30]1[C:11]2[N:10]=[C:9]([CH2:24][CH3:25])[N:8]([CH2:1][C:2]3[CH:3]=[CH:4][CH:5]=[CH:6][CH:7]=3)[C:12]=2[CH:13]=[C:14]([C:19]([O:21][CH2:22][CH3:23])=[O:20])[CH:15]=1)(=[O:28])[CH3:27].